Task: Predict the product of the given reaction.. Dataset: Forward reaction prediction with 1.9M reactions from USPTO patents (1976-2016) (1) Given the reactants [NH2:1][C:2]1[CH:7]=[C:6]([S:8]([C:11]2[CH:16]=[CH:15][CH:14]=[CH:13][CH:12]=2)(=[O:10])=[O:9])[CH:5]=[CH:4][C:3]=1[OH:17].C([O-])(O)=O.[Na+].Cl[CH2:24][C:25](Cl)=[O:26].C([O-])([O-])=O.[K+].[K+], predict the reaction product. The product is: [C:11]1([S:8]([C:6]2[CH:5]=[CH:4][C:3]3[O:17][CH2:24][C:25](=[O:26])[NH:1][C:2]=3[CH:7]=2)(=[O:10])=[O:9])[CH:16]=[CH:15][CH:14]=[CH:13][CH:12]=1. (2) Given the reactants [CH3:1][NH:2][CH2:3][C:4]1[CH:9]=[CH:8][C:7]([C:10]([N:12]2[CH2:18][C:17]3([CH3:20])[CH2:19][CH:13]2[CH2:14][C:15]([CH3:22])([CH3:21])[CH2:16]3)=[O:11])=[CH:6][CH:5]=1.[N:23]([CH:26]1[CH2:31][CH2:30][CH2:29][CH2:28][CH2:27]1)=[C:24]=[O:25], predict the reaction product. The product is: [CH:26]1([NH:23][C:24](=[O:25])[N:2]([CH3:1])[CH2:3][C:4]2[CH:5]=[CH:6][C:7]([C:10]([N:12]3[CH2:18][C:17]4([CH3:20])[CH2:19][CH:13]3[CH2:14][C:15]([CH3:22])([CH3:21])[CH2:16]4)=[O:11])=[CH:8][CH:9]=2)[CH2:31][CH2:30][CH2:29][CH2:28][CH2:27]1.